Dataset: Forward reaction prediction with 1.9M reactions from USPTO patents (1976-2016). Task: Predict the product of the given reaction. Given the reactants [O:1]=[S:2]1(=[O:17])[CH2:6][CH2:5][CH2:4][N:3]1[CH2:7][C:8]1[CH:16]=[CH:15][C:11]([C:12]([OH:14])=O)=[CH:10][CH:9]=1.[CH3:18][C:19]1[C:20]([N:27]2[CH2:32][CH2:31][NH:30][CH2:29][CH2:28]2)=[N:21][C:22]([CH3:26])=[C:23]([CH3:25])[CH:24]=1, predict the reaction product. The product is: [O:17]=[S:2]1(=[O:1])[CH2:6][CH2:5][CH2:4][N:3]1[CH2:7][C:8]1[CH:9]=[CH:10][C:11]([C:12]([N:30]2[CH2:31][CH2:32][N:27]([C:20]3[C:19]([CH3:18])=[CH:24][C:23]([CH3:25])=[C:22]([CH3:26])[N:21]=3)[CH2:28][CH2:29]2)=[O:14])=[CH:15][CH:16]=1.